This data is from NCI-60 drug combinations with 297,098 pairs across 59 cell lines. The task is: Regression. Given two drug SMILES strings and cell line genomic features, predict the synergy score measuring deviation from expected non-interaction effect. (1) Drug 1: C1=C(C(=O)NC(=O)N1)N(CCCl)CCCl. Cell line: HCT116. Synergy scores: CSS=44.3, Synergy_ZIP=0.387, Synergy_Bliss=1.61, Synergy_Loewe=-0.595, Synergy_HSA=5.15. Drug 2: CCC1(C2=C(COC1=O)C(=O)N3CC4=CC5=C(C=CC(=C5CN(C)C)O)N=C4C3=C2)O.Cl. (2) Drug 1: CCC1=C2N=C(C=C(N2N=C1)NCC3=C[N+](=CC=C3)[O-])N4CCCCC4CCO. Drug 2: CN1C=C(C=N1)C2=C3N=C(C(=C(N3N=C2)N)Br)C4CCCNC4. Cell line: T-47D. Synergy scores: CSS=31.1, Synergy_ZIP=10.8, Synergy_Bliss=13.7, Synergy_Loewe=-24.9, Synergy_HSA=8.74. (3) Drug 1: C1=CC(=CC=C1CC(C(=O)O)N)N(CCCl)CCCl.Cl. Drug 2: C1CCC(C(C1)N)N.C(=O)(C(=O)[O-])[O-].[Pt+4]. Cell line: NCI-H522. Synergy scores: CSS=14.9, Synergy_ZIP=-2.50, Synergy_Bliss=-2.39, Synergy_Loewe=-0.439, Synergy_HSA=0.351. (4) Drug 1: C1CN1C2=NC(=NC(=N2)N3CC3)N4CC4. Drug 2: CC1=CC2C(CCC3(C2CCC3(C(=O)C)OC(=O)C)C)C4(C1=CC(=O)CC4)C. Cell line: MDA-MB-231. Synergy scores: CSS=19.3, Synergy_ZIP=-3.29, Synergy_Bliss=-0.946, Synergy_Loewe=-9.11, Synergy_HSA=-3.60. (5) Drug 1: CCC(=C(C1=CC=CC=C1)C2=CC=C(C=C2)OCCN(C)C)C3=CC=CC=C3.C(C(=O)O)C(CC(=O)O)(C(=O)O)O. Drug 2: C1CCC(C(C1)N)N.C(=O)(C(=O)[O-])[O-].[Pt+4]. Cell line: U251. Synergy scores: CSS=10.6, Synergy_ZIP=-7.55, Synergy_Bliss=-3.78, Synergy_Loewe=-4.87, Synergy_HSA=-1.70. (6) Drug 1: COC1=NC(=NC2=C1N=CN2C3C(C(C(O3)CO)O)O)N. Drug 2: C1CN1C2=NC(=NC(=N2)N3CC3)N4CC4. Cell line: NCI-H522. Synergy scores: CSS=31.0, Synergy_ZIP=-4.72, Synergy_Bliss=3.76, Synergy_Loewe=-18.1, Synergy_HSA=0.258. (7) Drug 1: C1CCC(CC1)NC(=O)N(CCCl)N=O. Drug 2: C1CN(CCN1C(=O)CCBr)C(=O)CCBr. Cell line: KM12. Synergy scores: CSS=27.1, Synergy_ZIP=-11.9, Synergy_Bliss=-10.2, Synergy_Loewe=0.960, Synergy_HSA=0.859. (8) Drug 1: COC1=C2C(=CC3=C1OC=C3)C=CC(=O)O2. Drug 2: CC(C)CN1C=NC2=C1C3=CC=CC=C3N=C2N. Cell line: SR. Synergy scores: CSS=5.47, Synergy_ZIP=-0.0935, Synergy_Bliss=-2.44, Synergy_Loewe=4.68, Synergy_HSA=-1.84. (9) Drug 1: C1C(C(OC1N2C=C(C(=O)NC2=O)F)CO)O. Drug 2: CC1CCC2CC(C(=CC=CC=CC(CC(C(=O)C(C(C(=CC(C(=O)CC(OC(=O)C3CCCCN3C(=O)C(=O)C1(O2)O)C(C)CC4CCC(C(C4)OC)OCCO)C)C)O)OC)C)C)C)OC. Cell line: SK-OV-3. Synergy scores: CSS=12.4, Synergy_ZIP=-2.87, Synergy_Bliss=-1.12, Synergy_Loewe=-12.9, Synergy_HSA=-0.195. (10) Drug 1: CC1=C(C=C(C=C1)NC(=O)C2=CC=C(C=C2)CN3CCN(CC3)C)NC4=NC=CC(=N4)C5=CN=CC=C5. Drug 2: C1=NNC2=C1C(=O)NC=N2. Cell line: U251. Synergy scores: CSS=3.42, Synergy_ZIP=5.08, Synergy_Bliss=0.524, Synergy_Loewe=-4.50, Synergy_HSA=-2.15.